Dataset: Catalyst prediction with 721,799 reactions and 888 catalyst types from USPTO. Task: Predict which catalyst facilitates the given reaction. (1) Product: [C:41]([OH:40])(=[O:43])/[CH:42]=[CH:46]\[C:45]([OH:48])=[O:47].[C:31]([OH:34])(=[O:33])/[CH:32]=[CH:46]\[C:45]([OH:48])=[O:47].[CH3:45][O:48][C:7]1[CH:6]=[C:5]([C:8]2[C:16]3[C:11](=[N:12][CH:13]=[N:14][C:15]=3[NH2:17])[N:10]([C@H:18]3[CH2:23][CH2:22][C@H:21]([N:24]4[CH2:25][CH2:26][N:27]([CH3:30])[CH2:28][CH2:29]4)[CH2:20][CH2:19]3)[N:9]=2)[CH:4]=[CH:3][C:2]=1[NH:1][CH2:4][C:3]1[O:43][C:41]([CH3:42])=[CH:7][CH:2]=1. The catalyst class is: 26. Reactant: [NH2:1][C:2]1[CH:7]=[CH:6][C:5]([C:8]2[C:16]3[C:11](=[N:12][CH:13]=[N:14][C:15]=3[NH2:17])[N:10]([C@H:18]3[CH2:23][CH2:22][C@H:21]([N:24]4[CH2:29][CH2:28][N:27]([CH3:30])[CH2:26][CH2:25]4)[CH2:20][CH2:19]3)[N:9]=2)=[CH:4][CH:3]=1.[C:31]([O:34][BH-]([O:40][C:41](=[O:43])[CH3:42])OC(=O)C)(=[O:33])[CH3:32].[Na+].[C:45]([OH:48])(=[O:47])[CH3:46]. (2) Reactant: [Cl:1][C:2]1[CH:3]=[CH:4][C:5]([NH:8][C:9](=[O:25])[C:10]2[CH:15]=[C:14]([F:16])[CH:13]=[CH:12][C:11]=2[NH:17][CH2:18][CH:19]2[CH2:24][CH2:23][NH:22][CH2:21][CH2:20]2)=[N:6][CH:7]=1.Cl.Cl[C:28]1[CH:33]=[CH:32][N:31]=[CH:30][CH:29]=1.C(N(CC)CC)C. Product: [Cl:1][C:2]1[CH:3]=[CH:4][C:5]([NH:8][C:9](=[O:25])[C:10]2[CH:15]=[C:14]([F:16])[CH:13]=[CH:12][C:11]=2[NH:17][CH2:18][CH:19]2[CH2:20][CH2:21][N:22]([C:28]3[CH:33]=[CH:32][N:31]=[CH:30][CH:29]=3)[CH2:23][CH2:24]2)=[N:6][CH:7]=1. The catalyst class is: 8. (3) Product: [CH3:1][O:2][C:3]([C:5]1[S:6][C:7]([C:27]2[CH2:32][CH2:31][C:30]([CH3:33])([CH3:34])[CH2:29][CH:28]=2)=[CH:8][C:9]=1[N:10]([C@H:20]1[CH2:25][CH2:24][C@H:23]([O:26][CH2:44][O:45][CH3:46])[CH2:22][CH2:21]1)[C:11]([C@H:13]1[CH2:18][CH2:17][C@H:16]([CH3:19])[CH2:15][CH2:14]1)=[O:12])=[O:4]. Reactant: [CH3:1][O:2][C:3]([C:5]1[S:6][C:7]([C:27]2[CH2:32][CH2:31][C:30]([CH3:34])([CH3:33])[CH2:29][CH:28]=2)=[CH:8][C:9]=1[N:10]([C@H:20]1[CH2:25][CH2:24][C@H:23]([OH:26])[CH2:22][CH2:21]1)[C:11]([C@H:13]1[CH2:18][CH2:17][C@H:16]([CH3:19])[CH2:15][CH2:14]1)=[O:12])=[O:4].C(N(C(C)C)C(C)C)C.[CH3:44][O:45][CH2:46]Cl. The catalyst class is: 79. (4) Reactant: [CH2:1]([N:8]1[C:13](=[O:14])[CH:12]=[CH:11][C:10]([CH2:15][C:16]2[C:24]3[C:19](=[CH:20][CH:21]=[C:22]([Cl:25])[CH:23]=3)[N:18]([CH2:26][C:27]([O:29]C)=[O:28])[C:17]=2[CH3:31])=[N:9]1)[C:2]1[CH:7]=[CH:6][CH:5]=[CH:4][CH:3]=1.C1COCC1.[OH-].[Li+].Cl. Product: [CH2:1]([N:8]1[C:13](=[O:14])[CH:12]=[CH:11][C:10]([CH2:15][C:16]2[C:24]3[C:19](=[CH:20][CH:21]=[C:22]([Cl:25])[CH:23]=3)[N:18]([CH2:26][C:27]([OH:29])=[O:28])[C:17]=2[CH3:31])=[N:9]1)[C:2]1[CH:7]=[CH:6][CH:5]=[CH:4][CH:3]=1. The catalyst class is: 72. (5) Reactant: FC(F)(F)S(O[C:7]1[CH:12]=[C:11]([CH3:13])[C:10]([CH2:14][C:15]2[CH:20]=[CH:19][C:18]([O:21][CH2:22][O:23][CH3:24])=[C:17]([CH2:25][C:26]3[CH:31]=[CH:30][CH:29]=[CH:28][CH:27]=3)[CH:16]=2)=[C:9]([CH3:32])[CH:8]=1)(=O)=O.[CH3:35][OH:36].C1(P(C(P(C2C=CC=CC=2)C2C=CC=CC=2)(C)C)C2C=CC=CC=2)C=CC=CC=1.Cl.CN([CH:70]=[O:71])C. Product: [CH2:25]([C:17]1[CH:16]=[C:15]([CH:20]=[CH:19][C:18]=1[O:21][CH2:22][O:23][CH3:24])[CH2:14][C:10]1[C:9]([CH3:32])=[CH:8][C:7]([C:35]([O:71][CH3:70])=[O:36])=[CH:12][C:11]=1[CH3:13])[C:26]1[CH:31]=[CH:30][CH:29]=[CH:28][CH:27]=1. The catalyst class is: 318. (6) Reactant: C(OC([N:8]1[C:13]2[CH:14]=[C:15]([Cl:21])[C:16]([N:18]([CH3:20])[CH3:19])=[CH:17][C:12]=2[O:11][CH:10]([C:22](=[O:40])[NH:23][CH2:24][C:25]2([OH:39])[CH2:30][CH2:29][N:28]([CH2:31][C:32]3[CH:37]=[CH:36][C:35]([F:38])=[CH:34][CH:33]=3)[CH2:27][CH2:26]2)[CH2:9]1)=O)(C)(C)C.FC(F)(F)C(O)=O. Product: [F:38][C:35]1[CH:34]=[CH:33][C:32]([CH2:31][N:28]2[CH2:29][CH2:30][C:25]([CH2:24][NH:23][C:22]([CH:10]3[CH2:9][NH:8][C:13]4[CH:14]=[C:15]([Cl:21])[C:16]([N:18]([CH3:19])[CH3:20])=[CH:17][C:12]=4[O:11]3)=[O:40])([OH:39])[CH2:26][CH2:27]2)=[CH:37][CH:36]=1. The catalyst class is: 2. (7) Reactant: Cl.[NH2:2][CH2:3][C:4](=O)[CH:5]([CH3:7])[CH3:6].[C:9](OCC)(=O)[CH2:10][C:11]([CH3:13])=O.[C:18]([O-:21])(=O)[CH3:19].[Na+].[OH2:23]. Product: [CH:5]([C:4]1[C:10]([C:9]([O:21][CH2:18][CH3:19])=[O:23])=[C:11]([CH3:13])[NH:2][CH:3]=1)([CH3:7])[CH3:6]. The catalyst class is: 15.